Dataset: Blood-brain barrier permeability classification from the B3DB database. Task: Regression/Classification. Given a drug SMILES string, predict its absorption, distribution, metabolism, or excretion properties. Task type varies by dataset: regression for continuous measurements (e.g., permeability, clearance, half-life) or binary classification for categorical outcomes (e.g., BBB penetration, CYP inhibition). Dataset: b3db_classification. (1) The result is 1 (penetrates BBB). The molecule is CNCCC[C@@]1(c2ccccc2)SC(C)(C)c2ccccc21. (2) The compound is CC(C)c1cn(C2CC(O)C(CO)O2)c(=O)[nH]c1=O. The result is 0 (does not penetrate BBB). (3) The drug is O=C1CNC(=O)N1. The result is 1 (penetrates BBB).